Dataset: Full USPTO retrosynthesis dataset with 1.9M reactions from patents (1976-2016). Task: Predict the reactants needed to synthesize the given product. (1) Given the product [CH2:1]([N:19]1[CH:29]=[CH:28][CH:20]=[CH:22][C:23]1=[O:25])[CH2:2][CH2:3][CH2:4][CH2:5][CH2:6][CH2:7][CH2:8][CH2:9][CH2:10][CH2:11][CH2:12][CH2:13][CH2:14][CH2:15][CH2:16][CH2:17][CH3:18].[CH2:18]([N:37]1[CH:42]=[CH:41][CH:40]=[CH:39][CH2:38]1)[CH2:17][CH2:16][CH2:15][CH2:14][CH2:13][CH2:12][CH2:11][CH2:10][CH2:9][CH2:8][CH2:7][CH2:6][CH2:5][CH2:4][CH2:3][CH2:2][CH3:1], predict the reactants needed to synthesize it. The reactants are: [CH2:1]([NH2:19])[CH2:2][CH2:3][CH2:4][CH2:5][CH2:6][CH2:7][CH2:8][CH2:9][CH2:10][CH2:11][CH2:12][CH2:13][CH2:14][CH2:15][CH2:16][CH2:17][CH3:18].[C:20]([CH2:22][C:23]([O:25]CC)=O)#N.[C:28](OCC)(=O)[CH2:29]C(C)=O.[NH:37]1[CH2:42][CH2:41][CH2:40][CH2:39][CH2:38]1.Cl. (2) Given the product [CH:1]1([C:7]2[CH:20]=[CH:19][C:10]([O:11][CH2:12][C@H:13]3[O:17][C:16]4=[N:18][C:24](=[O:23])[CH:25]=[C:26]([CH2:27][S:28][C:29]5[CH:34]=[CH:33][CH:32]=[CH:31][CH:30]=5)[N:15]4[CH2:14]3)=[CH:9][CH:8]=2)[CH2:2][CH2:3][CH2:4][CH2:5][CH2:6]1, predict the reactants needed to synthesize it. The reactants are: [CH:1]1([C:7]2[CH:20]=[CH:19][C:10]([O:11][CH2:12][C@H:13]3[O:17][C:16]([NH2:18])=[N:15][CH2:14]3)=[CH:9][CH:8]=2)[CH2:6][CH2:5][CH2:4][CH2:3][CH2:2]1.C([O:23][C:24](=O)[C:25]#[C:26][CH2:27][S:28][C:29]1[CH:34]=[CH:33][CH:32]=[CH:31][CH:30]=1)C. (3) Given the product [Cl:1][C:2]1[CH:3]=[C:4]([CH:8]=[CH:9][N:10]=1)[C:5]([NH:48][C:47]1[CH:49]=[CH:50][C:51]([CH3:52])=[C:45]([I:44])[CH:46]=1)=[O:7], predict the reactants needed to synthesize it. The reactants are: [Cl:1][C:2]1[CH:3]=[C:4]([CH:8]=[CH:9][N:10]=1)[C:5]([OH:7])=O.CN(C(ON1N=NC2C=CC=NC1=2)=[N+](C)C)C.F[P-](F)(F)(F)(F)F.C(N(C(C)C)CC)(C)C.[I:44][C:45]1[CH:46]=[C:47]([CH:49]=[CH:50][C:51]=1[CH3:52])[NH2:48]. (4) Given the product [Br:1][C:2]1[C:3]([NH:8][C:9](=[O:14])[C:10]([CH3:13])([CH3:12])[CH3:11])=[N:4][CH:5]=[CH:6][CH:7]=1, predict the reactants needed to synthesize it. The reactants are: [Br:1][C:2]1[C:3]([NH2:8])=[N:4][CH:5]=[CH:6][CH:7]=1.[C:9](Cl)(=[O:14])[C:10]([CH3:13])([CH3:12])[CH3:11]. (5) Given the product [Cl:30][C:27]1[CH:26]=[CH:25][C:24]([CH2:23][CH2:22][NH:21][C:16]2[CH:15]=[C:14]([C:5]3[CH:6]=[C:7]([CH3:8])[C:2]([F:1])=[CH:3][C:4]=3[CH3:12])[N:19]=[C:18]([NH2:20])[N:17]=2)=[CH:29][CH:28]=1, predict the reactants needed to synthesize it. The reactants are: [F:1][C:2]1[C:7]([CH3:8])=[CH:6][C:5](B(O)O)=[C:4]([CH3:12])[CH:3]=1.Cl[C:14]1[N:19]=[C:18]([NH2:20])[N:17]=[C:16]([NH:21][CH2:22][CH2:23][C:24]2[CH:29]=[CH:28][C:27]([Cl:30])=[CH:26][CH:25]=2)[CH:15]=1.